The task is: Predict the product of the given reaction.. This data is from Forward reaction prediction with 1.9M reactions from USPTO patents (1976-2016). (1) Given the reactants [Cl:1][C:2]1[CH:3]=[C:4]([C@:9]2([CH2:23][OH:24])[O:15][CH2:14][CH2:13][N:12](C(OC(C)(C)C)=O)[CH2:11][CH2:10]2)[CH:5]=[CH:6][C:7]=1[Cl:8].Br[CH2:26][C:27]([NH2:29])=[O:28], predict the reaction product. The product is: [ClH:1].[Cl:1][C:2]1[CH:3]=[C:4]([C@:9]2([CH2:23][O:24][CH2:26][C:27]([NH2:29])=[O:28])[O:15][CH2:14][CH2:13][NH:12][CH2:11][CH2:10]2)[CH:5]=[CH:6][C:7]=1[Cl:8]. (2) The product is: [Cl:9][C:10]1[CH:18]=[C:17]([Cl:19])[CH:16]=[CH:15][C:11]=1[C:12]([NH:4][C:3]1[CH:5]=[CH:6][CH:7]=[CH:8][C:2]=1[Cl:1])=[O:13]. Given the reactants [Cl:1][C:2]1[CH:8]=[CH:7][CH:6]=[CH:5][C:3]=1[NH2:4].[Cl:9][C:10]1[CH:18]=[C:17]([Cl:19])[CH:16]=[CH:15][C:11]=1[C:12](Cl)=[O:13].C(N(CC)CC)C.Cl, predict the reaction product. (3) The product is: [Cl:1][C:2]1[N:7]=[C:6]([Cl:8])[C:5]([CH:9]([CH3:11])[CH3:10])=[C:4]([O:21][C:16]2[CH:17]=[C:18]([CH3:20])[CH:19]=[C:14]([CH3:13])[CH:15]=2)[N:3]=1. Given the reactants [Cl:1][C:2]1[N:7]=[C:6]([Cl:8])[C:5]([CH:9]([CH3:11])[CH3:10])=[C:4](Cl)[N:3]=1.[CH3:13][C:14]1[CH:15]=[C:16]([OH:21])[CH:17]=[C:18]([CH3:20])[CH:19]=1.[H-].[Na+], predict the reaction product. (4) Given the reactants C[O:2][C:3](=O)[CH2:4][O:5][C:6]1[CH:14]=[C:13]2[C:9]([C:10]([C:36](=[O:38])[NH2:37])=[CH:11][N:12]2[CH2:15][C:16]([N:18]2[CH2:22][C@H:21]([F:23])[CH2:20][C@H:19]2[C:24](=[O:35])[NH:25][CH2:26][C:27]2[CH:32]=[CH:31][CH:30]=[C:29]([Cl:33])[C:28]=2[F:34])=[O:17])=[CH:8][CH:7]=1.[Li+].[BH4-], predict the reaction product. The product is: [Cl:33][C:29]1[C:28]([F:34])=[C:27]([CH:32]=[CH:31][CH:30]=1)[CH2:26][NH:25][C:24]([C@@H:19]1[CH2:20][C@@H:21]([F:23])[CH2:22][N:18]1[C:16](=[O:17])[CH2:15][N:12]1[C:13]2[C:9](=[CH:8][CH:7]=[C:6]([O:5][CH2:4][CH2:3][OH:2])[CH:14]=2)[C:10]([C:36]([NH2:37])=[O:38])=[CH:11]1)=[O:35]. (5) Given the reactants [F:1][C:2]([F:21])([F:20])[C:3]1[CH:4]=[C:5]([C:9]2[C:17]3[O:16][CH:15]([CH2:18][NH2:19])[CH2:14][C:13]=3[CH:12]=[CH:11][CH:10]=2)[CH:6]=[CH:7][CH:8]=1.C(N(C(C)C)CC)(C)C.Cl[C:32]([O:34][CH2:35][C:36]1[CH:41]=[CH:40][CH:39]=[CH:38][CH:37]=1)=[O:33], predict the reaction product. The product is: [CH2:35]([O:34][C:32](=[O:33])[NH:19][CH2:18][CH:15]1[CH2:14][C:13]2[CH:12]=[CH:11][CH:10]=[C:9]([C:5]3[CH:6]=[CH:7][CH:8]=[C:3]([C:2]([F:20])([F:1])[F:21])[CH:4]=3)[C:17]=2[O:16]1)[C:36]1[CH:41]=[CH:40][CH:39]=[CH:38][CH:37]=1. (6) Given the reactants [CH3:1][C:2]([O:5][C:6]([N:8]1[C@H:13]([C:14]([OH:16])=O)[CH2:12][C:10](=[O:11])[CH2:9]1)=[O:7])([CH3:4])[CH3:3].Cl.[F:18][C:19]1([F:23])[CH2:22][NH:21][CH2:20]1.CCN(C(C)C)C(C)C.C1C=CC2N(O)N=NC=2C=1.CCN=C=NCCCN(C)C.Cl.C(=O)(O)[O-].[Na+], predict the reaction product. The product is: [C:2]([O:5][C:6]([N:8]1[CH2:9][C:10](=[O:11])[CH2:12][C@H:13]1[C:14]([N:21]1[CH2:22][C:19]([F:23])([F:18])[CH2:20]1)=[O:16])=[O:7])([CH3:1])([CH3:3])[CH3:4]. (7) Given the reactants [C:1](=[O:34])(OC1C=CC=CC=1)[O:2][CH2:3][CH2:4][C:5]1[CH:10]=[CH:9][C:8]([N:11]2[C:15]3[CH:16]=[C:17]([Cl:24])[C:18]([C:20]([F:23])([F:22])[F:21])=[CH:19][C:14]=3[N:13]=[C:12]2[CH2:25][CH3:26])=[CH:7][CH:6]=1.[CH3:35][N:36]1[CH:40]=[C:39]([S:41]([NH2:44])(=[O:43])=[O:42])[N:38]=[C:37]1[CH3:45], predict the reaction product. The product is: [Cl:24][C:17]1[C:18]([C:20]([F:21])([F:22])[F:23])=[CH:19][C:14]2[N:13]=[C:12]([CH2:25][CH3:26])[N:11]([C:8]3[CH:9]=[CH:10][C:5]([CH2:4][CH2:3][O:2][C:1](=[O:34])[NH:44][S:41]([C:39]4[N:38]=[C:37]([CH3:45])[N:36]([CH3:35])[CH:40]=4)(=[O:42])=[O:43])=[CH:6][CH:7]=3)[C:15]=2[CH:16]=1. (8) Given the reactants [NH2:1][C:2]1[C:7]([F:8])=[CH:6][C:5]([F:9])=[C:4]([F:10])[C:3]=1[NH2:11].C(O[C:15]([CH:17]([CH3:23])[C:18]([O:20][CH2:21][CH3:22])=[O:19])=N)C, predict the reaction product. The product is: [F:8][C:7]1[C:2]2[N:1]=[C:15]([CH:17]([CH3:23])[C:18]([O:20][CH2:21][CH3:22])=[O:19])[NH:11][C:3]=2[C:4]([F:10])=[C:5]([F:9])[CH:6]=1.